This data is from HIV replication inhibition screening data with 41,000+ compounds from the AIDS Antiviral Screen. The task is: Binary Classification. Given a drug SMILES string, predict its activity (active/inactive) in a high-throughput screening assay against a specified biological target. The compound is Brc1ccc(OCc2ccccc2)c2ccccc12. The result is 0 (inactive).